From a dataset of Full USPTO retrosynthesis dataset with 1.9M reactions from patents (1976-2016). Predict the reactants needed to synthesize the given product. Given the product [O:9]=[C:7]([C:2]1[N:1]=[CH:6][CH:5]=[CH:4][N:3]=1)[CH2:23][C:22]([O:28][CH2:29][CH3:30])=[O:27], predict the reactants needed to synthesize it. The reactants are: [N:1]1[CH:6]=[CH:5][CH:4]=[N:3][C:2]=1[C:7]([OH:9])=O.C(C1NC=CN=1)(C1NC=CN=1)=O.[C:22]([O:28][CH2:29][CH3:30])(=[O:27])[CH2:23]C([O-])=O.C[Mg]Br.[N-]1C=CN=C1.Cl.